The task is: Predict the product of the given reaction.. This data is from Forward reaction prediction with 1.9M reactions from USPTO patents (1976-2016). (1) Given the reactants C(NC(C)C)(C)C.C([Li])CCC.Cl[CH2:14][CH2:15][CH2:16][CH2:17][C:18]#[C:19][Si:20]([CH3:23])([CH3:22])[CH3:21], predict the reaction product. The product is: [CH:17]1([C:18]#[C:19][Si:20]([CH3:23])([CH3:22])[CH3:21])[CH2:16][CH2:15][CH2:14]1. (2) Given the reactants [CH2:1]([O:8][C:9]([NH:11][C@@H:12]([CH2:17][CH3:18])[C:13](OC)=[O:14])=[O:10])[C:2]1[CH:7]=[CH:6][CH:5]=[CH:4][CH:3]=1, predict the reaction product. The product is: [CH2:1]([O:8][C:9](=[O:10])[NH:11][C@@H:12]([CH2:17][CH3:18])[CH:13]=[O:14])[C:2]1[CH:7]=[CH:6][CH:5]=[CH:4][CH:3]=1. (3) Given the reactants [CH3:1][N:2]1[C:7](=[O:8])[C:6]2=[C:9]([C:23]3[CH:28]=[CH:27][N:26]=[CH:25][CH:24]=3)[N:10]([CH2:12][C:13]3[C:22]4[C:17](=[CH:18][CH:19]=[CH:20][CH:21]=4)[CH:16]=[CH:15][CH:14]=3)[N:11]=[C:5]2[NH:4][C:3]1=[O:29].Br[CH2:31][C:32]1[C:33]([CH3:38])=[N:34][O:35][C:36]=1[CH3:37].C(=O)([O-])[O-].[K+].[K+], predict the reaction product. The product is: [CH3:38][C:33]1[C:32]([CH2:31][N:4]2[C:5]3=[N:11][N:10]([CH2:12][C:13]4[C:22]5[C:17](=[CH:18][CH:19]=[CH:20][CH:21]=5)[CH:16]=[CH:15][CH:14]=4)[C:9]([C:23]4[CH:24]=[CH:25][N:26]=[CH:27][CH:28]=4)=[C:6]3[C:7](=[O:8])[N:2]([CH3:1])[C:3]2=[O:29])=[C:36]([CH3:37])[O:35][N:34]=1. (4) Given the reactants C[O:2][C:3]([C:5]1[S:9][C:8]([N:10]2[CH2:15][CH2:14][N:13]([CH2:16][CH2:17][NH2:18])[CH2:12][CH2:11]2)=[N:7][CH:6]=1)=O.Cl.[NH2:20][OH:21].C[O-].[Na+].CO.Cl, predict the reaction product. The product is: [OH:21][NH:20][C:3]([C:5]1[S:9][C:8]([N:10]2[CH2:15][CH2:14][N:13]([CH2:16][CH2:17][NH2:18])[CH2:12][CH2:11]2)=[N:7][CH:6]=1)=[O:2]. (5) Given the reactants [Cl:1][C:2]1[N:6]2[CH:7]=[C:8]([C:15]3[CH:19]=[CH:18][O:17][CH:16]=3)[CH:9]=[C:10]([C:11]([F:14])([F:13])[F:12])[C:5]2=[N:4][C:3]=1[C:20]([N:22]1[CH2:27][CH:26]=[C:25]([C:28]2[CH:29]=[N:30][CH:31]=[N:32][CH:33]=2)[CH2:24][CH2:23]1)=[O:21].[SiH](CC)(CC)CC, predict the reaction product. The product is: [Cl:1][C:2]1[N:6]2[CH:7]=[C:8]([C:15]3[CH:19]=[CH:18][O:17][CH:16]=3)[CH:9]=[C:10]([C:11]([F:14])([F:12])[F:13])[C:5]2=[N:4][C:3]=1[C:20]([N:22]1[CH2:23][CH:24]=[C:25]([C:28]2[CH2:29][NH:30][CH:31]=[N:32][CH:33]=2)[CH2:26][CH2:27]1)=[O:21].